This data is from Reaction yield outcomes from USPTO patents with 853,638 reactions. The task is: Predict the reaction yield, written as a fraction of the theoretical maximum amount of product (1.0 means a 100% yield; for example, 0.34 means a 34% yield). The reactants are Cl[C:2]1[N:11]=[C:10]([Cl:12])[C:9]2[C:4](=[CH:5][CH:6]=[CH:7][CH:8]=2)[N:3]=1.[CH3:13][N:14]1[CH2:19][CH2:18][N:17](C)[CH2:16][CH2:15]1.C([O-])(O)=O.[Na+].O. The catalyst is O1CCOCC1. The product is [Cl:12][C:10]1[C:9]2[C:4](=[CH:5][CH:6]=[CH:7][CH:8]=2)[N:3]=[C:2]([N:17]2[CH2:18][CH2:19][N:14]([CH3:13])[CH2:15][CH2:16]2)[N:11]=1. The yield is 0.520.